This data is from Reaction yield outcomes from USPTO patents with 853,638 reactions. The task is: Predict the reaction yield, written as a fraction of the theoretical maximum amount of product (1.0 means a 100% yield; for example, 0.34 means a 34% yield). The product is [CH3:3][C:2]1([CH3:4])[C@@H:28]([C:27]2[CH:26]=[C:25]([CH3:24])[CH:37]=[CH:36][CH:35]=2)[C@@H:29]1[C:30]([O:32][CH2:33][CH3:34])=[O:31]. The yield is 0.750. The reactants are [I-].[CH:2]([P+](C1C=CC=CC=1)(C1C=CC=CC=1)C1C=CC=CC=1)([CH3:4])[CH3:3].[CH3:24][C:25]1[CH:26]=[C:27]([CH:35]=[CH:36][CH:37]=1)[CH:28]=[CH:29][C:30]([O:32][CH2:33][CH3:34])=[O:31]. No catalyst specified.